This data is from Peptide-MHC class II binding affinity with 134,281 pairs from IEDB. The task is: Regression. Given a peptide amino acid sequence and an MHC pseudo amino acid sequence, predict their binding affinity value. This is MHC class II binding data. (1) The binding affinity (normalized) is 0.216. The peptide sequence is AYSDDKSMKVTVAFN. The MHC is DRB4_0101 with pseudo-sequence DRB4_0103. (2) The peptide sequence is AFILDGDNIFPKV. The MHC is DRB1_0401 with pseudo-sequence DRB1_0401. The binding affinity (normalized) is 0.781. (3) The peptide sequence is GKAKGSRAIWYMWLG. The MHC is DRB1_0701 with pseudo-sequence DRB1_0701. The binding affinity (normalized) is 0.820. (4) The peptide sequence is IDGKSRKECPFSNRV. The MHC is HLA-DQA10201-DQB10402 with pseudo-sequence HLA-DQA10201-DQB10402. The binding affinity (normalized) is 0.296.